From a dataset of Full USPTO retrosynthesis dataset with 1.9M reactions from patents (1976-2016). Predict the reactants needed to synthesize the given product. (1) Given the product [I:1][C:2]1[CH:3]=[N:4][C:5]2[C:10]([CH:11]=1)=[CH:9][CH:8]=[CH:7][C:6]=2[N:12]1[CH2:17][CH2:16][N:15]([C:25]([O:27][C:28]([CH3:31])([CH3:30])[CH3:29])=[O:26])[CH2:14][CH2:13]1, predict the reactants needed to synthesize it. The reactants are: [I:1][C:2]1[CH:3]=[N:4][C:5]2[C:10]([CH:11]=1)=[CH:9][CH:8]=[CH:7][C:6]=2[N:12]1[CH2:17][CH2:16][NH:15][CH2:14][CH2:13]1.CCN(CC)CC.[C:25](O[C:25]([O:27][C:28]([CH3:31])([CH3:30])[CH3:29])=[O:26])([O:27][C:28]([CH3:31])([CH3:30])[CH3:29])=[O:26]. (2) Given the product [NH2:1][C:4]1[CH:5]=[CH:6][C:7]([N:10]2[CH:14]=[CH:13][N:12]=[CH:11]2)=[CH:8][CH:9]=1, predict the reactants needed to synthesize it. The reactants are: [N+:1]([C:4]1[CH:9]=[CH:8][C:7]([N:10]2[CH:14]=[CH:13][N:12]=[CH:11]2)=[CH:6][CH:5]=1)([O-])=O. (3) Given the product [Cl:44][C:45]1[CH:46]=[CH:47][C:48]([C:51]([OH:56])([CH2:55][NH:9][CH:10]([CH3:15])[CH3:11])[C:52]([N:40]2[CH2:39][CH2:38][N:37]([C:35]3[C:36]4[C@H:28]([CH3:27])[CH2:29][C@@H:30]([OH:43])[C:31]=4[N:32]=[CH:33][N:34]=3)[CH2:42][CH2:41]2)=[O:54])=[CH:49][CH:50]=1.[ClH:25], predict the reactants needed to synthesize it. The reactants are: CN(C(O[N:9]1N=N[C:11]2C=CC=[CH:15][C:10]1=2)=[N+](C)C)C.F[P-](F)(F)(F)(F)F.[ClH:25].Cl.[CH3:27][C@H:28]1[C:36]2[C:35]([N:37]3[CH2:42][CH2:41][NH:40][CH2:39][CH2:38]3)=[N:34][CH:33]=[N:32][C:31]=2[C@H:30]([OH:43])[CH2:29]1.[Cl:44][C:45]1[CH:50]=[CH:49][C:48]([C:51]([OH:56])([CH3:55])[C:52]([OH:54])=O)=[CH:47][CH:46]=1. (4) Given the product [NH:1]1[CH2:6][CH2:5][NH:4][CH:3]=[C:2]1[C:7]([O:9][CH2:10][CH3:11])=[O:8], predict the reactants needed to synthesize it. The reactants are: [N:1]1[CH:6]=[CH:5][N:4]=[CH:3][C:2]=1[C:7]([O:9][CH2:10][CH3:11])=[O:8]. (5) Given the product [NH2:29][C:23]([C:20]1[N:19]=[C:18]([C@H:8]([CH2:9][CH2:10][CH2:11][C:12]2[CH:17]=[CH:16][CH:15]=[CH:14][CH:13]=2)[CH2:7][C:6]([O:5][C:1]([CH3:4])([CH3:3])[CH3:2])=[O:28])[O:22][N:21]=1)=[O:24], predict the reactants needed to synthesize it. The reactants are: [C:1]([O:5][C:6](=[O:28])[CH2:7][C@H:8]([C:18]1[O:22][N:21]=[C:20]([C:23](OCC)=[O:24])[N:19]=1)[CH2:9][CH2:10][CH2:11][CH:12]1[CH2:17][CH2:16][CH2:15][CH2:14][CH2:13]1)([CH3:4])([CH3:3])[CH3:2].[NH3:29]. (6) Given the product [CH3:1][O:2][C:3](=[O:11])[CH:4]([Cl:15])[C:5](=[O:10])[CH2:6][CH2:7][CH2:8][CH3:9], predict the reactants needed to synthesize it. The reactants are: [CH3:1][O:2][C:3](=[O:11])[CH2:4][C:5](=[O:10])[CH2:6][CH2:7][CH2:8][CH3:9].S(Cl)([Cl:15])(=O)=O.